From a dataset of Forward reaction prediction with 1.9M reactions from USPTO patents (1976-2016). Predict the product of the given reaction. (1) Given the reactants Br[C:2]1[N:6]([C:7]2[CH:12]=[CH:11][C:10]([C:13]#[N:14])=[CH:9][C:8]=2[CH3:15])[C:5]([CH2:16][CH2:17][C:18]([O:20][CH2:21][CH3:22])=[O:19])=[CH:4][CH:3]=1.C1[C:29]2[CH:28]=[CH:27][C:26]([O:30]B(OO)OO)=[CH:25][C:24]1=2.[C:36](=O)(O)[O-:37].[Na+], predict the reaction product. The product is: [O:30]1[C:26]2[CH:27]=[CH:28][C:29]([C:2]3[N:6]([C:7]4[CH:12]=[CH:11][C:10]([C:13]#[N:14])=[CH:9][C:8]=4[CH3:15])[C:5]([CH2:16][CH2:17][C:18]([O:20][CH2:21][CH3:22])=[O:19])=[CH:4][CH:3]=3)=[CH:24][C:25]=2[O:37][CH2:36]1. (2) Given the reactants COC(=O)[C:4]1[CH:9]=[CH:8][C:7]([Cl:10])=[CH:6][C:5]=1[N:11](C(OC(C)(C)C)=O)[CH2:12][CH2:13][CH2:14][C:15]([O:17]C)=O.CC(C)([O-])C.[K+], predict the reaction product. The product is: [Cl:10][C:7]1[CH:8]=[CH:9][C:4]2[C:15](=[O:17])[CH2:14][CH2:13][CH2:12][NH:11][C:5]=2[CH:6]=1. (3) Given the reactants [F:1][C:2]([F:7])([F:6])[C:3]([OH:5])=[O:4].[NH2:8][CH2:9][CH2:10][N:11]1[CH2:16][CH2:15][NH:14][CH2:13][CH2:12]1, predict the reaction product. The product is: [F:1][C:2]([F:7])([F:6])[C:3]([O-:5])=[O:4].[NH2:8][CH2:9][CH2:10][NH+:11]1[CH2:16][CH2:15][NH:14][CH2:13][CH2:12]1. (4) Given the reactants [CH2:1]([O:8][C:9]1[CH:14]=[CH:13][NH:12][C:11](=[O:15])[CH:10]=1)[C:2]1[CH:7]=[CH:6][CH:5]=[CH:4][CH:3]=1.Br[C:17]1[CH:18]=[CH:19][C:20]2[N:24]=[C:23]([CH2:25][CH3:26])[N:22]([CH3:27])[C:21]=2[CH:28]=1.CNCCNC.C(=O)([O-])[O-].[K+].[K+].N, predict the reaction product. The product is: [CH2:1]([O:8][C:9]1[CH:14]=[CH:13][N:12]([C:17]2[CH:18]=[CH:19][C:20]3[N:24]=[C:23]([CH2:25][CH3:26])[N:22]([CH3:27])[C:21]=3[CH:28]=2)[C:11](=[O:15])[CH:10]=1)[C:2]1[CH:3]=[CH:4][CH:5]=[CH:6][CH:7]=1. (5) Given the reactants [NH:1]1[CH2:6][CH2:5][O:4][CH2:3][CH2:2]1.Br[CH2:8][CH2:9][CH2:10][CH2:11][CH2:12][O:13][C:14]1[C:15]([O:34][CH3:35])=[CH:16][CH:17]=[C:18]2[C:23]=1[O:22][C:21](=[O:24])[CH:20]=[C:19]2[NH:25][C:26]1[C:31]([Cl:32])=[CH:30][N:29]=[CH:28][C:27]=1[Cl:33], predict the reaction product. The product is: [Cl:33][C:27]1[CH:28]=[N:29][CH:30]=[C:31]([Cl:32])[C:26]=1[NH:25][C:19]1[C:18]2[C:23](=[C:14]([O:13][CH2:12][CH2:11][CH2:10][CH2:9][CH2:8][N:1]3[CH2:6][CH2:5][O:4][CH2:3][CH2:2]3)[C:15]([O:34][CH3:35])=[CH:16][CH:17]=2)[O:22][C:21](=[O:24])[CH:20]=1. (6) Given the reactants [CH3:1][N:2]([CH2:4][CH2:5][C@@H:6]1[CH2:15][CH2:14][C:13]2[C:8](=[CH:9][CH:10]=[C:11]([O:16][CH2:17][C:18]3[CH:23]=[CH:22][C:21]([O:24]C(C4C=CC(OC)=CC=4)=O)=[CH:20][CH:19]=3)[CH:12]=2)[CH2:7]1)[CH3:3].[H-].[Al+3].[Li+].[H-].[H-].[H-].[OH-].[Na+], predict the reaction product. The product is: [CH3:1][N:2]([CH2:4][CH2:5][C@@H:6]1[CH2:15][CH2:14][C:13]2[C:8](=[CH:9][CH:10]=[C:11]([O:16][CH2:17][C:18]3[CH:19]=[CH:20][C:21]([OH:24])=[CH:22][CH:23]=3)[CH:12]=2)[CH2:7]1)[CH3:3]. (7) Given the reactants CC1(C)OC(=O)[C:5](=[CH:9][C:10]2[CH:17]=[CH:16][C:13]([C:14]#[N:15])=[CH:12][CH:11]=2)[C:4](=O)[O:3]1.[F:20][C:21]([F:38])([F:37])[C:22]1[CH:23]=[C:24]([NH:28]/[C:29](/[CH3:36])=[CH:30]/[C:31]([O:33][CH2:34][CH3:35])=[O:32])[CH:25]=[CH:26][CH:27]=1, predict the reaction product. The product is: [C:14]([C:13]1[CH:16]=[CH:17][C:10]([CH:9]2[CH2:5][C:4](=[O:3])[N:28]([C:24]3[CH:25]=[CH:26][CH:27]=[C:22]([C:21]([F:37])([F:38])[F:20])[CH:23]=3)[C:29]([CH3:36])=[C:30]2[C:31]([O:33][CH2:34][CH3:35])=[O:32])=[CH:11][CH:12]=1)#[N:15].